Dataset: Forward reaction prediction with 1.9M reactions from USPTO patents (1976-2016). Task: Predict the product of the given reaction. Given the reactants Cl.[CH3:2][C:3]1[CH:8]=[C:7]([CH3:9])[CH:6]=[C:5]([CH3:10])[C:4]=1[NH:11][NH2:12].C([O-])([O-])=O.[K+].[K+].[C:19]([O:23][C:24](O[C:24]([O:23][C:19]([CH3:22])([CH3:21])[CH3:20])=[O:25])=[O:25])([CH3:22])([CH3:21])[CH3:20], predict the reaction product. The product is: [C:19]([O:23][C:24]([NH:12][NH:11][C:4]1[C:3]([CH3:2])=[CH:8][C:7]([CH3:9])=[CH:6][C:5]=1[CH3:10])=[O:25])([CH3:22])([CH3:21])[CH3:20].